From a dataset of Full USPTO retrosynthesis dataset with 1.9M reactions from patents (1976-2016). Predict the reactants needed to synthesize the given product. Given the product [C:1]1([C:7]2[S:8][CH:9]=[C:10]([CH2:12][C:13]3[CH:14]=[N:15][CH:16]=[C:17]([CH:22]=3)[C:18]([OH:20])=[O:19])[N:11]=2)[CH:2]=[CH:3][CH:4]=[CH:5][CH:6]=1, predict the reactants needed to synthesize it. The reactants are: [C:1]1([C:7]2[S:8][CH:9]=[C:10]([CH2:12][C:13]3[CH:14]=[N:15][CH:16]=[C:17]([CH:22]=3)[C:18]([O:20]C)=[O:19])[N:11]=2)[CH:6]=[CH:5][CH:4]=[CH:3][CH:2]=1.[OH-].[Na+].C(O)(=O)C.